Dataset: Drug-target binding data from BindingDB using IC50 measurements. Task: Regression. Given a target protein amino acid sequence and a drug SMILES string, predict the binding affinity score between them. We predict pIC50 (pIC50 = -log10(IC50 in M); higher means more potent). Dataset: bindingdb_ic50. (1) The compound is COC(=O)Cn1nc(-c2cccc(OCCN(C(C)C)C(C)C)c2)c2ccccc21. The target protein (P00156) has sequence MTPMRKTNPLMKLINHSFIDLPTPSNISAWWNFGSLLGACLILQITTGLFLAMHYSPDASTAFSSIAHITRDVNYGWIIRYLHANGASMFFICLFLHIGRGLYYGSFLYSETWNIGIILLLATMATAFMGYVLPWGQMSFWGATVITNLLSAIPYIGTDLVQWIWGGYSVDSPTLTRFFTFHFILPFIIAALATLHLLFLHETGSNNPLGITSHSDKITFHPYYTIKDALGLLLFLLSLMTLTLFSPDLLGDPDNYTLANPLNTPPHIKPEWYFLFAYTILRSVPNKLGGVLALLLSILILAMIPILHMSKQQSMMFRPLSQSLYWLLAADLLILTWIGGQPVSYPFTIIGQVASVLYFTTILILMPTISLIENKMLKWA. The pIC50 is 4.7. (2) The compound is COc1ccc(-c2nn3c(-c4cccs4)nnc3s2)cc1OC. The target protein (Q9BW91) has sequence MAGRLLGKALAAVSLSLALASVTIRSSRCRGIQAFRNSFSSSWFHLNTNVMSGSNGSKENSHNKARTSPYPGSKVERSQVPNEKVGWLVEWQDYKPVEYTAVSVLAGPRWADPQISESNFSPKFNEKDGHVERKSKNGLYEIENGRPRNPAGRTGLVGRGLLGRWGPNHAADPIITRWKRDSSGNKIMHPVSGKHILQFVAIKRKDCGEWAIPGGMVDPGEKISATLKREFGEEALNSLQKTSAEKREIEEKLHKLFSQDHLVIYKGYVDDPRNTDNAWMETEAVNYHDETGEIMDNLMLEAGDDAGKVKWVDINDKLKLYASHSQFIKLVAEKRDAHWSEDSEADCHAL. The pIC50 is 4.0. (3) The drug is Cc1ccc(C(=O)N[C@H](C(=O)N[C@H](C=O)CC(C)C)C(C)C)[nH]1. The target protein sequence is MAGIAAKLAKDREAAEGLGSHERAVKYLNQDYAALRDECLEAGALFQDPSFPALPSSLGFKELGPYSSKTRGIEWKRPTEICDDPQFITGGATRTDICQGALGDCWLLAAIASLTLNEEILARVVPLDQSFQENYAGIFHFQFWQYGEWVEVVVDDRLPTKDGELLFVHSAEGSEFWSALLEKAYAKINGCYEALSGGATTEGFEDFTGGIAEWYELRKAPPNLFRIIQKALQKGSLLGCSIDITSAADSEAITFQKLVKGHAYSVTGAEEVESRGSLQKLIRIRNPWGEVEWTGQWNDNCPNWNTVDPEVRESLTRRHEDGEFWMSFSDFLRHYSRLEICNLTPDTLTSDTYKKWKLTKMDGNWRRGSTAGGCRNYPNTFWMNPQYLIKLEEEDEDQEDGESGCTFLVGLIQKHRRRQRKMGEDMHTIGFGIYEVPEEFTGQTNIHLSKKFFLTTRARERSDTFINLREVLNRFKLPPGEYIVVPSTFEPNKDGDFCIR.... The pIC50 is 7.0. (4) The drug is Cc1cn(-c2cc(C(=O)Nc3cccc(Nc4ccc5c(c4)NC(=O)/C5=C\c4ccc[nH]4)c3)cc(C(F)(F)F)c2)cn1. The target protein (Q03142) has sequence MWLLLALLSIFQGTPALSLEASEEMEQEPCLAPILEQQEQVLTVALGQPVRLCCGRTERGRHWYKEGSRLASAGRVRGWRGRLEIASFLPEDAGRYLCLARGSMTVVHNLTLLMDDSLTSISNDEDPKTLSSSSSGHVYPQQAPYWTHPQRMEKKLHAVPAGNTVKFRCPAAGNPMPTIHWLKDGQAFHGENRIGGIRLRHQHWSLVMESVVPSDRGTYTCLVENSLGSIRYSYLLDVLERSPHRPILQAGLPANTTAVVGSDVELLCKVYSDAQPHIQWLKHVVINGSSFGADGFPYVQVLKTTDINSSEVEVLYLRNVSAEDAGEYTCLAGNSIGLSYQSAWLTVLPEEDLTWTTATPEARYTDIILYVSGSLVLLVLLLLAGVYHRQVIRGHYSRQPVTIQKLSRFPLARQFSLESRSSGKSSLSLVRGVRLSSSGPPLLTGLVNLDLPLDPLWEFPRDRLVLGKPLGEGCFGQVVRAEAFGMDPSRPDQTSTVAVK.... The pIC50 is 5.2. (5) The compound is CCNc1c(Br)cc(Br)cc1CNCCCNc1cc(O)c2ccccc2n1. The target protein (P00959) has sequence MTQVAKKILVTCALPYANGSIHLGHMLEHIQADVWVRYQRMRGHEVNFICADDAHGTPIMLKAQQLGITPEQMIGEMSQEHQTDFAGFNISYDNYHSTHSEENRQLSELIYSRLKENGFIKNRTISQLYDPEKGMFLPDRFVKGTCPKCKSPDQYGDNCEVCGATYSPTELIEPKSVVSGATPVMRDSEHFFFDLPSFSEMLQAWTRSGALQEQVANKMQEWFESGLQQWDISRDAPYFGFEIPNAPGKYFYVWLDAPIGYMGSFKNLCDKRGDSVSFDEYWKKDSTAELYHFIGKDIVYFHSLFWPAMLEGSNFRKPSNLFVHGYVTVNGAKMSKSRGTFIKASTWLNHFDADSLRYYYTAKLSSRIDDIDLNLEDFVQRVNADIVNKVVNLASRNAGFINKRFDGVLASELADPQLYKTFTDAAEVIGEAWESREFGKAVREIMALADLANRYVDEQAPWVVAKQEGRDADLQAICSMGINLFRVLMTYLKPVLPKLT.... The pIC50 is 7.7.